The task is: Regression. Given a peptide amino acid sequence and an MHC pseudo amino acid sequence, predict their binding affinity value. This is MHC class II binding data.. This data is from Peptide-MHC class II binding affinity with 134,281 pairs from IEDB. The MHC is DRB3_0101 with pseudo-sequence DRB3_0101. The peptide sequence is MPPELNTARLMAGAG. The binding affinity (normalized) is 0.259.